Dataset: Catalyst prediction with 721,799 reactions and 888 catalyst types from USPTO. Task: Predict which catalyst facilitates the given reaction. (1) Reactant: F[C:2]1[CH:7]=[CH:6][C:5]([N+:8]([O-:10])=[O:9])=[CH:4][CH:3]=1.[OH:11][CH:12]1[CH2:17][CH2:16][N:15]([CH3:18])[CH2:14][CH2:13]1.[OH-].[K+]. Product: [CH3:18][N:15]1[CH2:16][CH2:17][CH:12]([O:11][C:7]2[CH:2]=[CH:3][CH:4]=[C:5]([N+:8]([O-:10])=[O:9])[CH:6]=2)[CH2:13][CH2:14]1. The catalyst class is: 596. (2) Reactant: Br[CH2:2][C:3]1[C:4]([C:25]2[CH:30]=[CH:29][CH:28]=[C:27]([C:31]([F:34])([F:33])[F:32])[CH:26]=2)=[N:5][C:6]2[C:11]([C:12]=1[C:13]([O:15][CH3:16])=[O:14])=[CH:10][C:9]([S:17]([CH3:20])(=[O:19])=[O:18])=[C:8]([O:21][CH:22]([CH3:24])[CH3:23])[CH:7]=2.[NH:35]1[CH2:40][CH2:39][CH:38]([N:41]2[CH2:46][CH2:45][O:44][CH2:43][CH2:42]2)[CH2:37][CH2:36]1. Product: [CH3:24][CH:22]([O:21][C:8]1[CH:7]=[C:6]2[C:11]([C:12]([C:13]([O:15][CH3:16])=[O:14])=[C:3]([CH2:2][N:35]3[CH2:40][CH2:39][CH:38]([N:41]4[CH2:46][CH2:45][O:44][CH2:43][CH2:42]4)[CH2:37][CH2:36]3)[C:4]([C:25]3[CH:30]=[CH:29][CH:28]=[C:27]([C:31]([F:33])([F:32])[F:34])[CH:26]=3)=[N:5]2)=[CH:10][C:9]=1[S:17]([CH3:20])(=[O:19])=[O:18])[CH3:23]. The catalyst class is: 10. (3) Reactant: [Br:1][C:2]1[C:7]([OH:8])=[CH:6][CH:5]=[CH:4][N:3]=1.IC.[C:11]([O-])([O-])=O.[K+].[K+]. Product: [Br:1][C:2]1[C:7]([O:8][CH3:11])=[CH:6][CH:5]=[CH:4][N:3]=1. The catalyst class is: 3. (4) Reactant: [CH3:1][O:2][C:3](=[O:25])[C:4]([C:8]1[CH2:13][C:12]([CH3:14])=[C:11]([CH3:15])[CH2:10][C:9]=1[CH2:16][O:17][C:18]1[CH:23]=[CH:22][CH:21]=[CH:20][C:19]=1[CH3:24])=[N:5][O:6][CH3:7].C(C1C(=O)C(Cl)=C(Cl)C(=O)C=1C#N)#N. Product: [CH3:1][O:2][C:3](=[O:25])[C:4]([C:8]1[CH:13]=[C:12]([CH3:14])[C:11]([CH3:15])=[CH:10][C:9]=1[CH2:16][O:17][C:18]1[CH:23]=[CH:22][CH:21]=[CH:20][C:19]=1[CH3:24])=[N:5][O:6][CH3:7]. The catalyst class is: 11.